From a dataset of Peptide-MHC class I binding affinity with 185,985 pairs from IEDB/IMGT. Regression. Given a peptide amino acid sequence and an MHC pseudo amino acid sequence, predict their binding affinity value. This is MHC class I binding data. (1) The peptide sequence is SVFEGIRAY. The MHC is HLA-B15:42 with pseudo-sequence HLA-B15:42. The binding affinity (normalized) is 0.213. (2) The peptide sequence is TEAMTRYSA. The MHC is Mamu-A11 with pseudo-sequence Mamu-A11. The binding affinity (normalized) is 0.